The task is: Predict the reaction yield, written as a fraction of the theoretical maximum amount of product (1.0 means a 100% yield; for example, 0.34 means a 34% yield).. This data is from Reaction yield outcomes from USPTO patents with 853,638 reactions. (1) The reactants are [Cl:1][C:2]1[CH:7]=[CH:6][C:5]([Cl:8])=[CH:4][C:3]=1[CH3:9].[Cl:10][S:11](O)(=[O:13])=[O:12]. No catalyst specified. The product is [Cl:8][C:5]1[CH:4]=[C:3]([CH3:9])[C:2]([Cl:1])=[CH:7][C:6]=1[S:11]([Cl:10])(=[O:13])=[O:12]. The yield is 0.880. (2) The reactants are [N+:1]([C:4]1[CH:8]=[C:7]([C:9](O)=[O:10])[NH:6][N:5]=1)([O-:3])=[O:2].B.C1COCC1.Cl. No catalyst specified. The product is [N+:1]([C:4]1[CH:8]=[C:7]([CH2:9][OH:10])[NH:6][N:5]=1)([O-:3])=[O:2]. The yield is 0.790. (3) The reactants are [Cl:1][C:2]1[N:3]=[C:4]([N:11]2[CH2:16][CH2:15][O:14][CH2:13][CH2:12]2)[C:5]2[CH:10]=[CH:9][S:8][C:6]=2[N:7]=1.C([Li])CCC.CCCCCC.CN([CH:31]=[O:32])C. The catalyst is C1COCC1. The product is [Cl:1][C:2]1[N:3]=[C:4]([N:11]2[CH2:16][CH2:15][O:14][CH2:13][CH2:12]2)[C:5]2[CH:10]=[C:9]([CH:31]=[O:32])[S:8][C:6]=2[N:7]=1. The yield is 0.770. (4) The reactants are [CH2:1]([O:8][C:9]1[CH:14]=[CH:13][C:12]([C@@H:15]2[C@@H:18]([CH2:19][CH2:20][C:21]([OH:23])=O)[C:17](=[O:24])[N:16]2[C:25]2[CH:30]=[CH:29][C:28]([F:31])=[CH:27][CH:26]=2)=[CH:11][CH:10]=1)[C:2]1[CH:7]=[CH:6][CH:5]=[CH:4][CH:3]=1.Cl.[CH3:33][NH:34][O:35][CH3:36].CN1CCOCC1.[Cl-].COC1N=C(OC)N=C([N+]2(C)CCOCC2)N=1. The catalyst is CO. The product is [CH2:1]([O:8][C:9]1[CH:10]=[CH:11][C:12]([C@@H:15]2[C@@H:18]([CH2:19][CH2:20][C:21]([N:34]([O:35][CH3:36])[CH3:33])=[O:23])[C:17](=[O:24])[N:16]2[C:25]2[CH:30]=[CH:29][C:28]([F:31])=[CH:27][CH:26]=2)=[CH:13][CH:14]=1)[C:2]1[CH:7]=[CH:6][CH:5]=[CH:4][CH:3]=1. The yield is 1.00. (5) The yield is 0.648. The product is [Br:9][C:4]1[CH:3]=[C:2]([C:20]2([OH:23])[CH2:21][CH2:22][CH:17]([N:16]([CH3:24])[CH3:15])[CH2:18][CH2:19]2)[CH:7]=[C:6]([F:8])[CH:5]=1. The reactants are Br[C:2]1[CH:7]=[C:6]([F:8])[CH:5]=[C:4]([Br:9])[CH:3]=1.[Li]CCCC.[CH3:15][N:16]([CH3:24])[CH:17]1[CH2:22][CH2:21][C:20](=[O:23])[CH2:19][CH2:18]1. The catalyst is C(OCC)C. (6) The reactants are C(O)(=O)C.[NH2:5][C@@H:6]1[CH2:12][CH2:11][CH2:10][CH2:9][CH2:8][C@H:7]1[C:13]([O:15][CH3:16])=[O:14].[Cl:17][C:18]1[CH:23]=[CH:22][C:21]([S:24](Cl)(=[O:26])=[O:25])=[CH:20][CH:19]=1.C(N(CC)CC)C. The catalyst is O1CCCC1. The product is [Cl:17][C:18]1[CH:23]=[CH:22][C:21]([S:24]([NH:5][C@@H:6]2[CH2:12][CH2:11][CH2:10][CH2:9][CH2:8][C@H:7]2[C:13]([O:15][CH3:16])=[O:14])(=[O:26])=[O:25])=[CH:20][CH:19]=1. The yield is 0.260.